This data is from Forward reaction prediction with 1.9M reactions from USPTO patents (1976-2016). The task is: Predict the product of the given reaction. (1) Given the reactants CN(C(ON1N=NC2C=CC=NC1=2)=[N+](C)C)C.F[P-](F)(F)(F)(F)F.[F:25][C:26]1[CH:31]=[CH:30][C:29]([C:32]2[O:55][C:35]3=[N:36][C:37]([CH2:49][CH2:50][C:51]([F:54])([F:53])[F:52])=[C:38]([C:40]4[CH:41]=[C:42]([CH:46]=[CH:47][CH:48]=4)[C:43]([OH:45])=O)[CH:39]=[C:34]3[C:33]=2[C:56](=[O:59])[NH:57][CH3:58])=[CH:28][CH:27]=1.C(N(C(C)C)C(C)C)C.Cl.[O:70]1[CH:74]=[N:73][C:72]([C:75]([NH2:78])([CH3:77])[CH3:76])=[N:71]1, predict the reaction product. The product is: [O:70]1[CH:74]=[N:73][C:72]([C:75]([NH:78][C:43]([C:42]2[CH:41]=[C:40]([C:38]3[CH:39]=[C:34]4[C:33]([C:56]([NH:57][CH3:58])=[O:59])=[C:32]([C:29]5[CH:28]=[CH:27][C:26]([F:25])=[CH:31][CH:30]=5)[O:55][C:35]4=[N:36][C:37]=3[CH2:49][CH2:50][C:51]([F:53])([F:52])[F:54])[CH:48]=[CH:47][CH:46]=2)=[O:45])([CH3:77])[CH3:76])=[N:71]1.[F:25][C:26]1[CH:27]=[CH:28][C:29]([C:32]2[O:55][C:35]3=[N:36][C:37]([CH2:49][CH2:50][C:51]([F:53])([F:52])[F:54])=[CH:38][CH:39]=[C:34]3[C:33]=2[C:56]([NH:57][CH3:58])=[O:59])=[CH:30][CH:31]=1. (2) Given the reactants [CH2:1]([C:3]1[C:7]([O:8][C:9]2[CH:10]=[C:11]([CH:14]=[C:15]([O:17][CH3:18])[CH:16]=2)[C:12]#[N:13])=[C:6]([CH2:19][CH3:20])[N:5]([CH2:21][CH2:22]O)[N:4]=1)[CH3:2].C1(P(C2C=CC=CC=2)C2C=CC=CC=2)C=CC=CC=1.C1(=O)[NH:47]C(=O)C2=CC=CC=C12.CC(OC(/N=N/C(OC(C)C)=O)=O)C.O.NN, predict the reaction product. The product is: [NH3:4].[NH2:47][CH2:22][CH2:21][N:5]1[C:6]([CH2:19][CH3:20])=[C:7]([O:8][C:9]2[CH:10]=[C:11]([CH:14]=[C:15]([O:17][CH3:18])[CH:16]=2)[C:12]#[N:13])[C:3]([CH2:1][CH3:2])=[N:4]1. (3) Given the reactants [F:1][C:2]1[CH:3]=[CH:4][C:5]([C:8]2[CH:13]=[C:12]([N+:14]([O-])=O)[CH:11]=[CH:10][C:9]=2[F:17])=[N:6][CH:7]=1, predict the reaction product. The product is: [F:17][C:9]1[CH:10]=[CH:11][C:12]([NH2:14])=[CH:13][C:8]=1[C:5]1[CH:4]=[CH:3][C:2]([F:1])=[CH:7][N:6]=1. (4) Given the reactants [NH2:1][C:2]1[CH:7]=[CH:6][CH:5]=[CH:4][C:3]=1[NH:8][C:9]1[S:10][C:11]([CH3:16])=[CH:12][C:13]=1[C:14]#[N:15].Cl, predict the reaction product. The product is: [CH3:16][C:11]1[S:10][C:9]2[NH:8][C:3]3[CH:4]=[CH:5][CH:6]=[CH:7][C:2]=3[N:1]=[C:14]([NH2:15])[C:13]=2[CH:12]=1. (5) Given the reactants [Br:1][C:2]1[CH:3]=[CH:4][CH:5]=[C:6]2[C:11]=1[N:10]=[C:9]([NH:12][C:13]1[CH:18]=[CH:17][CH:16]=C[CH:14]=1)[CH:8]=[CH:7]2.BrC1C=CC=C2C=1[N:28]=C(Cl)C=C2.N1C=CC=C(N)C=1.[Li+].C[Si]([N-][Si](C)(C)C)(C)C, predict the reaction product. The product is: [Br:1][C:2]1[CH:3]=[CH:4][CH:5]=[C:6]2[C:11]=1[N:10]=[C:9]([NH:12][C:13]1[CH:14]=[N:28][CH:16]=[CH:17][CH:18]=1)[CH:8]=[CH:7]2. (6) Given the reactants [OH:1][CH2:2][C@@H:3]1[CH2:8][C@@H:7]2[C@@H:5]([CH2:6]2)[N:4]1[C:9]([O:11][C:12]([CH3:15])([CH3:14])[CH3:13])=[O:10].CC(OI1(OC(C)=O)(OC(C)=O)OC(=O)C2C=CC=CC1=2)=O.C([O-])(O)=O.[Na+].[O-]S([O-])(=S)=O.[Na+].[Na+], predict the reaction product. The product is: [CH:2]([C@@H:3]1[CH2:8][C@@H:7]2[C@@H:5]([CH2:6]2)[N:4]1[C:9]([O:11][C:12]([CH3:15])([CH3:14])[CH3:13])=[O:10])=[O:1].